This data is from Forward reaction prediction with 1.9M reactions from USPTO patents (1976-2016). The task is: Predict the product of the given reaction. Given the reactants C(OC([NH:8][C@@H:9]1[CH2:13][CH2:12][CH2:11][C@@H:10]1[C:14]([O:16][CH3:17])=[O:15])=O)(C)(C)C.[ClH:18].C(OCC)(=O)C, predict the reaction product. The product is: [ClH:18].[NH2:8][C@@H:9]1[CH2:13][CH2:12][CH2:11][C@@H:10]1[C:14]([O:16][CH3:17])=[O:15].